Dataset: TCR-epitope binding with 47,182 pairs between 192 epitopes and 23,139 TCRs. Task: Binary Classification. Given a T-cell receptor sequence (or CDR3 region) and an epitope sequence, predict whether binding occurs between them. (1) The epitope is QIKVRVKMV. The TCR CDR3 sequence is CASSTGGGSQETQYF. Result: 0 (the TCR does not bind to the epitope). (2) The epitope is TEKSNIIRGW. The TCR CDR3 sequence is CSARDQAAQNTGELFF. Result: 0 (the TCR does not bind to the epitope).